This data is from Reaction yield outcomes from USPTO patents with 853,638 reactions. The task is: Predict the reaction yield, written as a fraction of the theoretical maximum amount of product (1.0 means a 100% yield; for example, 0.34 means a 34% yield). (1) The reactants are [CH2:1]([NH:8][C@@H:9]([C:20]1[NH:21][CH:22]=[C:23]([C:25]2[CH:30]=[CH:29][CH:28]=[CH:27][CH:26]=2)[N:24]=1)[CH2:10][C:11]1[C:19]2[C:14](=[CH:15][CH:16]=[CH:17][CH:18]=2)[NH:13][CH:12]=1)[C:2]1[CH:7]=[CH:6][CH:5]=[CH:4][CH:3]=1.S(C1C=CC(C)=CC=1)(O[CH3:35])(=O)=O.CC([O-])(C)C.[K+].C(=O)(O)[O-].[Na+]. The catalyst is O1CCCC1.C(OCC)(=O)C. The product is [CH2:1]([N:8]([CH3:35])[C@@H:9]([C:20]1[NH:21][CH:22]=[C:23]([C:25]2[CH:30]=[CH:29][CH:28]=[CH:27][CH:26]=2)[N:24]=1)[CH2:10][C:11]1[C:19]2[C:14](=[CH:15][CH:16]=[CH:17][CH:18]=2)[NH:13][CH:12]=1)[C:2]1[CH:7]=[CH:6][CH:5]=[CH:4][CH:3]=1. The yield is 0.0400. (2) The yield is 0.910. The catalyst is ClCCl.CO.O. The product is [F:1][C:2]1[CH:3]=[CH:4][C:5]([C:8]2[O:9][C:10]3[CH:20]=[CH:19][C:18]([O:21][CH2:22][C:23]([OH:25])=[O:24])=[CH:17][C:11]=3[C:12]=2[C:13](=[O:16])[NH:14][CH3:15])=[CH:6][CH:7]=1. The reactants are [F:1][C:2]1[CH:7]=[CH:6][C:5]([C:8]2[O:9][C:10]3[CH:20]=[CH:19][C:18]([O:21][CH2:22][C:23]([O:25]C)=[O:24])=[CH:17][C:11]=3[C:12]=2[C:13](=[O:16])[NH:14][CH3:15])=[CH:4][CH:3]=1.C[Si](C)(C)[O-].[K+].O1CCCC1.ClCCl.Cl. (3) The reactants are [O:1]1[CH2:6][CH:5]=[C:4]([C:7]2[N:12]=[C:11]([N:13]3[CH2:18][CH2:17][O:16][CH2:15][CH2:14]3)[N:10]=[C:9]([C:19]3[CH:24]=[CH:23][C:22]([NH:25][C:26]([NH:28][C:29]4[CH:34]=[CH:33][N:32]=[CH:31][CH:30]=4)=[O:27])=[CH:21][CH:20]=3)[N:8]=2)[CH2:3][CH2:2]1. The catalyst is CO.C1COCC1.C(Cl)Cl.[Pd]. The product is [N:13]1([C:11]2[N:12]=[C:7]([CH:4]3[CH2:5][CH2:6][O:1][CH2:2][CH2:3]3)[N:8]=[C:9]([C:19]3[CH:24]=[CH:23][C:22]([NH:25][C:26]([NH:28][C:29]4[CH:30]=[CH:31][N:32]=[CH:33][CH:34]=4)=[O:27])=[CH:21][CH:20]=3)[N:10]=2)[CH2:14][CH2:15][O:16][CH2:17][CH2:18]1. The yield is 0.200.